Dataset: Catalyst prediction with 721,799 reactions and 888 catalyst types from USPTO. Task: Predict which catalyst facilitates the given reaction. (1) Reactant: [NH2:1][C:2]1[C:7]([N+:8]([O-:10])=[O:9])=[CH:6][C:5]([CH2:11][CH2:12][C:13]2[CH:18]=[CH:17][CH:16]=[CH:15][CH:14]=2)=[CH:4][N:3]=1. Product: [NH2:1][C:2]1[C:7]([N+:8]([O-:10])=[O:9])=[CH:6][C:5]([CH2:11][CH2:12][C:13]2[CH:18]=[CH:17][CH:16]=[CH:15][CH:14]=2)=[CH:4][N:3]=1.[NH2:1][C:2]1[C:7]([NH2:8])=[CH:6][C:5]([CH2:11][CH2:12][C:13]2[CH:18]=[CH:17][CH:16]=[CH:15][CH:14]=2)=[CH:4][N:3]=1. The catalyst class is: 98. (2) Reactant: [NH2:1]OS(O)(=O)=O.[CH3:7][CH:8]([NH:14][C:15](=[O:21])[O:16][C:17]([CH3:20])([CH3:19])[CH3:18])[C:9](=O)[C:10]#[C:11][CH3:12].C(=O)(O)[O-].[Na+].[SH-:27].[Na+]. Product: [C:17]([O:16][C:15](=[O:21])[NH:14][CH:8]([C:9]1[CH:10]=[C:11]([CH3:12])[S:27][N:1]=1)[CH3:7])([CH3:20])([CH3:19])[CH3:18]. The catalyst class is: 5.